From a dataset of Forward reaction prediction with 1.9M reactions from USPTO patents (1976-2016). Predict the product of the given reaction. (1) Given the reactants [CH3:1][O:2][C:3](=[O:12])[C:4]1[CH:9]=[CH:8][C:7](Br)=[C:6]([CH3:11])[CH:5]=1.[Cl:13][C:14]1[CH:19]=[CH:18][C:17](B(O)O)=[CH:16][CH:15]=1.C(=O)([O-])[O-].[Cs+].[Cs+], predict the reaction product. The product is: [CH3:1][O:2][C:3]([C:4]1[CH:9]=[CH:8][C:7]([C:17]2[CH:18]=[CH:19][C:14]([Cl:13])=[CH:15][CH:16]=2)=[C:6]([CH3:11])[CH:5]=1)=[O:12]. (2) Given the reactants Cl[C:2]1[CH:3]=[C:4]([NH:10][C:11]2[N:16]=[CH:15][C:14]([N:17]3[CH2:22][CH2:21][N:20]([C:23]([O:25][C:26]([CH3:29])([CH3:28])[CH3:27])=[O:24])[CH2:19][C@@H:18]3[CH3:30])=[CH:13][CH:12]=2)[C:5]([O:8][CH3:9])=[N:6][CH:7]=1.C([O:34][CH2:35][C:36]1[C:37]([N:45]2[CH2:56][CH2:55][N:54]3[C:47](=[CH:48][C:49]4[CH2:50][C:51]([CH3:58])([CH3:57])[CH2:52][C:53]=43)[C:46]2=[O:59])=[N:38][CH:39]=[CH:40][C:41]=1B(O)O)(=O)C.C1CCC(P(C2CCCCC2)C2CCCCC2)CC1.C([O-])([O-])=O.[Cs+].[Cs+].O.[OH-].[Li+], predict the reaction product. The product is: [CH3:57][C:51]1([CH3:58])[CH2:50][C:49]2[CH:48]=[C:47]3[N:54]([CH2:55][CH2:56][N:45]([C:37]4[C:36]([CH2:35][OH:34])=[C:41]([C:2]5[CH:3]=[C:4]([NH:10][C:11]6[N:16]=[CH:15][C:14]([N:17]7[CH2:22][CH2:21][N:20]([C:23]([O:25][C:26]([CH3:27])([CH3:29])[CH3:28])=[O:24])[CH2:19][C@@H:18]7[CH3:30])=[CH:13][CH:12]=6)[C:5]([O:8][CH3:9])=[N:6][CH:7]=5)[CH:40]=[CH:39][N:38]=4)[C:46]3=[O:59])[C:53]=2[CH2:52]1. (3) The product is: [CH:4]([C:5]1[O:13][C:12]2[C:11]([C:14]3[CH:15]=[C:16]([CH:26]=[CH:27][CH:28]=3)[O:17][C:18]3[CH:25]=[CH:24][CH:23]=[CH:22][C:19]=3[C:20]#[N:21])=[CH:10][N:9]=[CH:8][C:7]=2[CH:6]=1)=[O:3]. Given the reactants C([O:3][CH:4](OCC)[C:5]1[O:13][C:12]2[C:11]([C:14]3[CH:15]=[C:16]([CH:26]=[CH:27][CH:28]=3)[O:17][C:18]3[CH:25]=[CH:24][CH:23]=[CH:22][C:19]=3[C:20]#[N:21])=[CH:10][N:9]=[CH:8][C:7]=2[CH:6]=1)C.Cl.C(=O)(O)[O-].[Na+], predict the reaction product. (4) Given the reactants C([BH3-])#N.[Na+].[OH:5][C:6]1[CH:14]=[CH:13][CH:12]=[C:11]2[C:7]=1[CH:8]=[C:9]([CH3:15])[NH:10]2.O, predict the reaction product. The product is: [OH:5][C:6]1[CH:14]=[CH:13][CH:12]=[C:11]2[C:7]=1[CH2:8][CH:9]([CH3:15])[NH:10]2. (5) Given the reactants [C:1]([C:4]1[C:5]2[CH:12]=[CH:11][C:10]([O:13][CH3:14])=[CH:9][C:6]=2[S:7][CH:8]=1)(=O)[CH3:2].N(C1C=CC(S(N[Si](C(C)(C)C)(C)C)(=O)=O)=CC=1)=C=S.COC1C=CC(C2C3SC=C(C4[NH:56][N:55]=[C:54]([NH:57][C:58]5[CH:63]=[CH:62][C:61]([S:64]([NH2:67])(=[O:66])=[O:65])=[CH:60][CH:59]=5)C=4)C=3C=CC=2)=CC=1, predict the reaction product. The product is: [CH3:14][O:13][C:10]1[CH:11]=[CH:12][C:5]2[C:4]([C:1]3[NH:56][N:55]=[C:54]([NH:57][C:58]4[CH:59]=[CH:60][C:61]([S:64]([NH2:67])(=[O:66])=[O:65])=[CH:62][CH:63]=4)[CH:2]=3)=[CH:8][S:7][C:6]=2[CH:9]=1. (6) The product is: [CH2:18]([NH:30][C:13]([C:12]1[CH:11]=[CH:10][C:9]([NH:8][C:6](=[O:7])[O:5][C:1]([CH3:2])([CH3:3])[CH3:4])=[CH:17][CH:16]=1)=[O:15])[CH2:19][CH2:20][CH2:21][CH2:22][CH2:23][CH2:24][CH2:25][CH2:26][CH2:27][CH2:28][CH3:29]. Given the reactants [C:1]([O:5][C:6]([NH:8][C:9]1[CH:17]=[CH:16][C:12]([C:13]([OH:15])=O)=[CH:11][CH:10]=1)=[O:7])([CH3:4])([CH3:3])[CH3:2].[CH2:18]([NH2:30])[CH2:19][CH2:20][CH2:21][CH2:22][CH2:23][CH2:24][CH2:25][CH2:26][CH2:27][CH2:28][CH3:29].CCN=C=NCCCN(C)C.Cl.C1C=CC2N(O)N=NC=2C=1.CCN(CC)CC, predict the reaction product. (7) Given the reactants CCN(C(C)C)C(C)C.[C:10]1([N:16]2[CH:20]=[C:19]([C:21]([NH:23][CH2:24][C:25]([OH:27])=O)=[O:22])[N:18]=[CH:17]2)[CH:15]=[CH:14][CH:13]=[CH:12][CH:11]=1.C1(N2C=C(C(O)=O)N=C2)C=CC=CC=1.C1C=CC2N(O)N=NC=2C=1.CCN=C=NCCCN(C)C.FC(F)(F)C(O)=O.[F:70][C:71]([F:86])([F:85])[C:72]1[CH:84]=[CH:83][CH:82]=[CH:81][C:73]=1[O:74][CH:75]1[CH2:80][CH2:79][NH:78][CH2:77][CH2:76]1, predict the reaction product. The product is: [O:27]=[C:25]([N:78]1[CH2:77][CH2:76][CH:75]([O:74][C:73]2[CH:81]=[CH:82][CH:83]=[CH:84][C:72]=2[C:71]([F:70])([F:85])[F:86])[CH2:80][CH2:79]1)[CH2:24][NH:23][C:21]([C:19]1[N:18]=[CH:17][N:16]([C:10]2[CH:11]=[CH:12][CH:13]=[CH:14][CH:15]=2)[CH:20]=1)=[O:22]. (8) Given the reactants CC[C:3]1[CH:29]=[CH:28][C:26](=O)[C:5]2=[CH:6][C:7]3[CH2:25][N:24]4[C:10](=[CH:11][C:12]5[C@@:18]([OH:21])([CH2:19][CH3:20])[C:16](=[O:17])[O:15][CH2:14][C:13]=5[C:22]4=[O:23])[C:8]=3[NH:9][C:4]=12, predict the reaction product. The product is: [CH3:20][CH2:19][C@@:18]1([OH:21])[C:16](=[O:17])[O:15][CH2:14][C:13]2[C:22]([N:24]3[C:10](=[CH:11][C:12]1=2)[C:8]1[N:9]=[C:4]2[C:5]([CH:26]=[CH:28][CH:29]=[CH:3]2)=[CH:6][C:7]=1[CH2:25]3)=[O:23]. (9) The product is: [CH2:6]([O:10][C:11]1[CH:15]=[C:14]([C:16]([N:3]([O:4][CH3:5])[CH3:2])=[O:18])[N:13]([CH2:19][C:20]2[CH:25]=[CH:24][C:23]([Cl:26])=[CH:22][C:21]=2[Cl:27])[N:12]=1)[CH2:7][CH2:8][CH3:9]. Given the reactants Cl.[CH3:2][NH:3][O:4][CH3:5].[CH2:6]([O:10][C:11]1[CH:15]=[C:14]([C:16]([OH:18])=O)[N:13]([CH2:19][C:20]2[CH:25]=[CH:24][C:23]([Cl:26])=[CH:22][C:21]=2[Cl:27])[N:12]=1)[CH2:7][CH2:8][CH3:9].Cl.C(N=C=NCCCN(C)C)C.O.ON1C2C=CC=CC=2N=N1, predict the reaction product.